Dataset: Full USPTO retrosynthesis dataset with 1.9M reactions from patents (1976-2016). Task: Predict the reactants needed to synthesize the given product. (1) Given the product [OH:35][CH:40]([C:5]1[CH:6]=[C:7]2[C:30](=[CH:31][CH:32]=1)[C:11]1=[N:12][O:13][C:14]([C:15]3[C:19]([C:20]([F:23])([F:22])[F:21])=[C:18]([C:24]4[CH:29]=[CH:28][CH:27]=[CH:26][CH:25]=4)[O:17][N:16]=3)=[C:10]1[CH2:9][CH2:8]2)[C:39]([OH:38])=[O:33], predict the reactants needed to synthesize it. The reactants are: OC([C:5]1[CH:6]=[C:7]2[C:30](=[CH:31][CH:32]=1)[C:11]1=[N:12][O:13][C:14]([C:15]3[C:19]([C:20]([F:23])([F:22])[F:21])=[C:18]([C:24]4[CH:29]=[CH:28][CH:27]=[CH:26][CH:25]=4)[O:17][N:16]=3)=[C:10]1[CH2:9][CH2:8]2)C#N.[OH2:33].Cl.[O:35]1[CH2:40][CH2:39][O:38]CC1. (2) Given the product [N+:20]([C:23]1[CH:30]=[CH:29][C:26](/[CH:27]=[CH:7]/[C:6]([C:9]2[N:14]=[C:13]([CH2:15][NH:16][C:17](=[O:19])[CH3:18])[CH:12]=[CH:11][CH:10]=2)=[O:8])=[CH:25][CH:24]=1)([O-:22])=[O:21], predict the reactants needed to synthesize it. The reactants are: C[O-].[Na+].CO.[C:6]([C:9]1[N:14]=[C:13]([CH2:15][NH:16][C:17](=[O:19])[CH3:18])[CH:12]=[CH:11][CH:10]=1)(=[O:8])[CH3:7].[N+:20]([C:23]1[CH:30]=[CH:29][C:26]([CH:27]=O)=[CH:25][CH:24]=1)([O-:22])=[O:21].Cl. (3) The reactants are: [C:1]([C:9]([O:11][CH2:12][CH3:13])=[O:10])(=[O:8])[C:2]1[CH:7]=[CH:6][CH:5]=[CH:4][CH:3]=1.[CH2:14]([O:21][C:22]1[CH:23]=[C:24]([Mg]Br)[CH:25]=[CH:26][CH:27]=1)[C:15]1[CH:20]=[CH:19][CH:18]=[CH:17][CH:16]=1. Given the product [CH2:14]([O:21][C:22]1[CH:23]=[C:24]([C:1]([OH:8])([C:2]2[CH:3]=[CH:4][CH:5]=[CH:6][CH:7]=2)[C:9]([O:11][CH2:12][CH3:13])=[O:10])[CH:25]=[CH:26][CH:27]=1)[C:15]1[CH:20]=[CH:19][CH:18]=[CH:17][CH:16]=1, predict the reactants needed to synthesize it.